This data is from Reaction yield outcomes from USPTO patents with 853,638 reactions. The task is: Predict the reaction yield, written as a fraction of the theoretical maximum amount of product (1.0 means a 100% yield; for example, 0.34 means a 34% yield). (1) The reactants are CC1(C)C(C)(C)C=[N:5][C:4](B2OCCO2)=C1.[C:16](=[O:19])([O-])[O-].[K+].[K+].Br[C:23]1[S:24][CH:25]=[CH:26][CH:27]=1.[CH3:28][CH2:29][CH2:30][CH2:31][CH2:32][CH2:33][CH3:34]. The catalyst is CN(C)C=O.C(OCC)(=O)C.ClCCl.[Pd].ClC1C=C[C-](P(C2C=CC=CC=2)C2C=CC=CC=2)C=1Cl.[C-]1(P(C2C=CC=CC=2)C2C=CC=CC=2)C=CC=C1.[Fe+2]. The product is [CH2:29]([C:30]1[C:4]([O:19][CH3:16])=[N:5][C:33]([CH3:34])=[C:32]([C:23]2[S:24][CH:25]=[CH:26][CH:27]=2)[CH:31]=1)[CH3:28]. The yield is 0.940. (2) The reactants are [Br:1][C:2]1[CH:3]=[C:4]2[C:9](=[CH:10][CH:11]=1)[N:8]=[CH:7][C:6]([C:12](=[O:14])[CH3:13])=[C:5]2Cl.Cl.Cl.[CH3:18][N:19]([CH2:21][C@H:22]1[CH2:27][CH2:26][C@H:25]([NH2:28])[CH2:24][CH2:23]1)[CH3:20]. No catalyst specified. The product is [Br:1][C:2]1[CH:3]=[C:4]2[C:9](=[CH:10][CH:11]=1)[N:8]=[CH:7][C:6]([C:12](=[O:14])[CH3:13])=[C:5]2[NH:28][C@H:25]1[CH2:26][CH2:27][C@H:22]([CH2:21][N:19]([CH3:20])[CH3:18])[CH2:23][CH2:24]1. The yield is 0.700. (3) The reactants are [C:1]([C:3]1([C:6]2[CH:7]=[C:8]([CH:12]=[CH:13][CH:14]=2)[C:9]([OH:11])=O)[CH2:5][CH2:4]1)#[N:2].C(Cl)(=O)C(Cl)=O.O1CCCC1.[NH2:26][C:27]1[C:28]([Cl:50])=[C:29]([C:46]([CH3:49])=[CH:47][CH:48]=1)[O:30][C:31]1[CH:32]=[CH:33][C:34]2[N:35]([CH:37]=[C:38]([NH:40][C:41]([CH:43]3[CH2:45][CH2:44]3)=[O:42])[N:39]=2)[N:36]=1. The catalyst is CN(C)C=O.CN1CCCC1=O. The product is [Cl:50][C:28]1[C:29]([O:30][C:31]2[CH:32]=[CH:33][C:34]3[N:35]([CH:37]=[C:38]([NH:40][C:41]([CH:43]4[CH2:45][CH2:44]4)=[O:42])[N:39]=3)[N:36]=2)=[C:46]([CH3:49])[CH:47]=[CH:48][C:27]=1[NH:26][C:9](=[O:11])[C:8]1[CH:12]=[CH:13][CH:14]=[C:6]([C:3]([C:1]#[N:2])([CH3:4])[CH3:5])[CH:7]=1. The yield is 0.510.